This data is from Peptide-MHC class I binding affinity with 185,985 pairs from IEDB/IMGT. The task is: Regression. Given a peptide amino acid sequence and an MHC pseudo amino acid sequence, predict their binding affinity value. This is MHC class I binding data. (1) The peptide sequence is SNIKTMMI. The MHC is Mamu-B01 with pseudo-sequence Mamu-B01. The binding affinity (normalized) is 0.302. (2) The peptide sequence is ERLQICQRK. The MHC is HLA-B40:01 with pseudo-sequence HLA-B40:01. The binding affinity (normalized) is 0.0847. (3) The peptide sequence is TAVAKCNEKH. The MHC is HLA-A68:01 with pseudo-sequence HLA-A68:01. The binding affinity (normalized) is 0. (4) The peptide sequence is LEDGIYGIF. The MHC is HLA-B15:42 with pseudo-sequence HLA-B15:42. The binding affinity (normalized) is 0.213. (5) The peptide sequence is FLKMRRIFGV. The MHC is HLA-A02:01 with pseudo-sequence HLA-A02:01. The binding affinity (normalized) is 0.616. (6) The peptide sequence is ISLICGHSY. The MHC is HLA-A69:01 with pseudo-sequence HLA-A69:01. The binding affinity (normalized) is 0.208. (7) The peptide sequence is CLEWLRAKRK. The MHC is HLA-A68:01 with pseudo-sequence HLA-A68:01. The binding affinity (normalized) is 0. (8) The peptide sequence is FTFERSKIK. The MHC is HLA-A02:12 with pseudo-sequence HLA-A02:12. The binding affinity (normalized) is 0.0847. (9) The peptide sequence is SQAKKPEVRI. The MHC is HLA-A01:01 with pseudo-sequence HLA-A01:01. The binding affinity (normalized) is 0. (10) The peptide sequence is SPLQLRFRM. The MHC is HLA-B35:01 with pseudo-sequence HLA-B35:01. The binding affinity (normalized) is 0.936.